From a dataset of Reaction yield outcomes from USPTO patents with 853,638 reactions. Predict the reaction yield, written as a fraction of the theoretical maximum amount of product (1.0 means a 100% yield; for example, 0.34 means a 34% yield). The reactants are [OH:1][C:2]1[CH:7]=[CH:6][C:5]([CH2:8][CH2:9][C:10]2[CH:11]=[CH:12][C:13]3[O:17][C:16]([CH:18]([NH:20][C:21](=[O:23])[CH3:22])[CH3:19])=[CH:15][C:14]=3[CH:24]=2)=[CH:4][CH:3]=1.Br[CH2:26][CH:27]1[CH2:29][CH2:28]1. No catalyst specified. The product is [CH:27]1([CH2:26][O:1][C:2]2[CH:7]=[CH:6][C:5]([CH2:8][CH2:9][C:10]3[CH:11]=[CH:12][C:13]4[O:17][C:16]([CH:18]([NH:20][C:21](=[O:23])[CH3:22])[CH3:19])=[CH:15][C:14]=4[CH:24]=3)=[CH:4][CH:3]=2)[CH2:29][CH2:28]1. The yield is 0.320.